From a dataset of Experimentally validated miRNA-target interactions with 360,000+ pairs, plus equal number of negative samples. Binary Classification. Given a miRNA mature sequence and a target amino acid sequence, predict their likelihood of interaction. (1) The miRNA is hsa-miR-22-5p with sequence AGUUCUUCAGUGGCAAGCUUUA. The protein sequence of the target gene is MKGFIDDANYSVGLLDEGTNLGNVIDNYVYEHTLTGKNAFFVGDLGKIVKKHSQWQNVVAQIKPFYTVKCNSAPAVLEILAALGTGFACSSKNEMALVQELGVPPENIIYISPCKQVSQIKYAAKVGVNILTCDNEIELKKIARNHPNAKVLLHIATEDNIGGEEGNMKFGTTLKNCRHLLECAKELDVQIIGVKFHVSSACKESQVYVHALSDARCVFDMAGEIGFTMNMLDIGGGFTGTEFQLEEVNHVISPLLDIYFPEGSGVKIISEPGSYYVSSAFTLAVNIIAKKVVENDKFPS.... Result: 1 (interaction). (2) The protein sequence of the target gene is MAALVAAAALAAAEPAPAVPQAAGSGGPTSRRDFYWLRSFLAGGIAGCCAKTTVAPLDRVKVLLQAHNRHYKHLGVLSTLRAVPQKEGYLGLYKGNGAMMIRIFPYGAIQFMAFEHYKTFITTKLGVSGHVHRLMAGSMAGMTAVICTYPLDVVRVRLAFQVKGEHTYSGIIHAFKTIYAKEGGFLGFYRGLMPTILGMAPYAGVSFFTFGTLKSVGLSYAPALLGRPSSDNPNVLVLKTHINLLCGGVAGAIAQTISYPFDVTRRRMQLGAVLPEFEKCLTMRETMKYVYGQHGIRRGL.... The miRNA is hsa-miR-7844-5p with sequence AAAACUAGGACUGUGUGGUGUA. Result: 0 (no interaction). (3) The miRNA is gga-let-7b with sequence UGAGGUAGUAGGUUGUGUGGUU. The protein sequence of the target gene is MEIRQHEWLSASPHEGFEQMRLKSRPKEPSPSLTRVGANFYSSVKQQDYSASVWLRRKDKLEHSQQKCIVIFALVCCFAILVALIFSAVDIMGEDEDGLSEKNCQNKCRIALVENIPEGLNYSENAPFHLSLFQGWMNLLNMAKKSVDIVSSHWDLNHTHPSACQGQRLFEKLLQLTSQNIEIKLVSDVTADSKVLEALKLKGAEVTYMNMTAYNKGRLQSSFWIVDKQHVYIGSAGLDWQSLGQMKELGVIFYNCSCLVLDLQRIFALYSSLKFKSRVPQTWSKRLYGVYDNEKKLQLQ.... Result: 0 (no interaction). (4) The miRNA is hsa-miR-642a-5p with sequence GUCCCUCUCCAAAUGUGUCUUG. The protein sequence of the target gene is MAASSSGEKEKERLGGGLGVAGGNSTRERLLSALEDLEVLSRELIEMLAISRNQKLLQAGEENQVLELLIHRDGEFQELMKLALNQGKIHHEMQVLEKEVEKRDSDIQQLQKQLKEAEQILATAVYQAKEKLKSIEKARKGAISSEEIIKYAHRISASNAVCAPLTWVPGDPRRPYPTDLEMRSGLLGQMNNPSTNGVNGHLPGDALAAGRLPDVLAPQYPWQSNDMSMNMLPPNHSSDFLLEPPGHNKENEDDVEIMSTDSSSSSSESD. Result: 1 (interaction). (5) The miRNA is hsa-miR-1271-5p with sequence CUUGGCACCUAGCAAGCACUCA. The protein sequence of the target gene is MSLLRSLRVFLVARTGSYPAGSLLRQSPQPRHTFYAGPRLSASASSKELLMKLRRKTGYSFVNCKKALETCGGDLKQAEIWLHKEAQKEGWSKAAKLQGRKTKEGLIGLLQEGNTTVLVEVNCETDFVSRNLKFQLLVQQVALGTMMHCQTLKDQPSAYSKGFLNSSELSGLPAGPDREGSLKDQLALAIGKLGENMILKRAAWVKVPSGFYVGSYVHGAMQSPSLHKLVLGKYGALVICETSEQKTNLEDVGRRLGQHVVGMAPLSVGSLDDEPGGEAETKMLSQPYLLDPSITLGQYV.... Result: 0 (no interaction).